From a dataset of Catalyst prediction with 721,799 reactions and 888 catalyst types from USPTO. Predict which catalyst facilitates the given reaction. (1) Reactant: N[C:2]1[CH:10]=[C:9]2[C:5]([CH2:6][O:7][C:8]2=[C:11]2[C:19]3[C:14](=[CH:15][CH:16]=[CH:17][CH:18]=3)[NH:13][C:12]2=[O:20])=[CH:4][CH:3]=1.[CH:21]([N:24](CC)C(C)C)(C)[CH3:22].C(Cl)(=[O:32])C. Product: [O:20]=[C:12]1[C:11](=[C:8]2[C:9]3[C:5](=[CH:4][CH:3]=[C:2]([CH2:22][C:21]([NH2:24])=[O:32])[CH:10]=3)[CH2:6][O:7]2)[C:19]2[C:14](=[CH:15][CH:16]=[CH:17][CH:18]=2)[NH:13]1. The catalyst class is: 1. (2) Reactant: [CH2:1]([C:3]1[CH:8]=[CH:7][C:6]([O:9]C)=[C:5]([O:11][C:12]2[CH:17]=[CH:16][CH:15]=[CH:14][CH:13]=2)[CH:4]=1)[CH3:2]. Product: [CH2:1]([C:3]1[CH:8]=[CH:7][C:6]([OH:9])=[C:5]([O:11][C:12]2[CH:17]=[CH:16][CH:15]=[CH:14][CH:13]=2)[CH:4]=1)[CH3:2]. The catalyst class is: 158. (3) Reactant: C(OC(=O)[NH:7][CH2:8][C:9]1[CH:14]=[CH:13][C:12]([O:15][C:16]2[CH:21]=[CH:20][CH:19]=[CH:18][CH:17]=2)=[CH:11][C:10]=1[F:22])(C)(C)C.FC(F)(F)C(O)=O. Product: [F:22][C:10]1[CH:11]=[C:12]([O:15][C:16]2[CH:17]=[CH:18][CH:19]=[CH:20][CH:21]=2)[CH:13]=[CH:14][C:9]=1[CH2:8][NH2:7]. The catalyst class is: 2. (4) Reactant: [CH2:1]([O:8][C:9]([N:11]([CH:29]([CH3:31])[CH3:30])[C@H:12]1[CH2:17][N:16]([C:18]([O:20][C:21]([CH3:24])([CH3:23])[CH3:22])=[O:19])[C@@H:15]([CH2:25][C:26](O)=[O:27])[CH2:14][CH2:13]1)=[O:10])[C:2]1[CH:7]=[CH:6][CH:5]=[CH:4][CH:3]=1.C(N(CC)CC)C.ClC(OCC)=O. Product: [CH2:1]([O:8][C:9]([N:11]([CH:29]([CH3:31])[CH3:30])[C@H:12]1[CH2:17][N:16]([C:18]([O:20][C:21]([CH3:22])([CH3:23])[CH3:24])=[O:19])[C@@H:15]([CH2:25][CH2:26][OH:27])[CH2:14][CH2:13]1)=[O:10])[C:2]1[CH:3]=[CH:4][CH:5]=[CH:6][CH:7]=1. The catalyst class is: 7. (5) Reactant: [C:1]1([CH2:7][CH2:8][C:9]([N:11]2[CH2:16][CH2:15][CH:14]([CH2:17][N:18]3[C:26]4[C:21](=[CH:22][C:23]([C:27]#[C:28][Si](C)(C)C)=[CH:24][CH:25]=4)[CH:20]=[CH:19]3)[CH2:13][CH2:12]2)=[O:10])[CH:6]=[CH:5][CH:4]=[CH:3][CH:2]=1.C(=O)([O-])[O-].[K+].[K+].C(OCC)(=O)C.O. Product: [C:27]([C:23]1[CH:22]=[C:21]2[C:26](=[CH:25][CH:24]=1)[N:18]([CH2:17][CH:14]1[CH2:15][CH2:16][N:11]([C:9](=[O:10])[CH2:8][CH2:7][C:1]3[CH:2]=[CH:3][CH:4]=[CH:5][CH:6]=3)[CH2:12][CH2:13]1)[CH:19]=[CH:20]2)#[CH:28]. The catalyst class is: 5. (6) Reactant: [H-].[Na+].[F:3][C:4]([F:8])([F:7])[CH2:5][OH:6].[Cl:9][C:10]1[C:11](Cl)=[N:12][CH:13]=[C:14]([CH:18]=1)[C:15]([OH:17])=[O:16].Cl. Product: [Cl:9][C:10]1[C:11]([O:6][CH2:5][C:4]([F:8])([F:7])[F:3])=[N:12][CH:13]=[C:14]([CH:18]=1)[C:15]([OH:17])=[O:16]. The catalyst class is: 44. (7) Reactant: FC(F)(F)C(O)=O.[NH2:8][CH:9]1[CH2:13][CH:12]([N:14]2[CH:22]=[N:21][C:20]3[C:15]2=[N:16][C:17]([Cl:24])=[N:18][C:19]=3[Cl:23])[CH:11]([OH:25])[CH:10]1[OH:26].CCN(C(C)C)C(C)C.[C:36](Cl)(=[O:39])[CH2:37][CH3:38]. Product: [Cl:24][C:17]1[N:16]=[C:15]2[C:20]([N:21]=[CH:22][N:14]2[C@@H:12]2[CH2:13][C@H:9]([NH:8][C:36](=[O:39])[CH2:37][CH3:38])[C@@H:10]([OH:26])[C@H:11]2[OH:25])=[C:19]([Cl:23])[N:18]=1. The catalyst class is: 1.